From a dataset of Catalyst prediction with 721,799 reactions and 888 catalyst types from USPTO. Predict which catalyst facilitates the given reaction. Reactant: [CH3:1][N:2]([CH3:15])[C:3]1([C:13]#N)[CH2:12][CH2:11][C:6]2([O:10][CH2:9][CH2:8][O:7]2)[CH2:5][CH2:4]1.[C:16]1([Mg]Cl)[CH:21]=[CH:20]C=[CH:18][CH:17]=1. Product: [CH3:1][N:2]([CH3:15])[C:3]1([C:13]2[CH:20]=[CH:21][CH:16]=[CH:17][CH:18]=2)[CH2:12][CH2:11][C:6]2([O:10][CH2:9][CH2:8][O:7]2)[CH2:5][CH2:4]1. The catalyst class is: 7.